Dataset: Peptide-MHC class I binding affinity with 185,985 pairs from IEDB/IMGT. Task: Regression. Given a peptide amino acid sequence and an MHC pseudo amino acid sequence, predict their binding affinity value. This is MHC class I binding data. (1) The binding affinity (normalized) is 0.259. The peptide sequence is CFSTSSDTY. The MHC is HLA-A24:02 with pseudo-sequence HLA-A24:02. (2) The peptide sequence is YGLKGPDIYK. The MHC is H-2-Kb with pseudo-sequence H-2-Kb. The binding affinity (normalized) is 0. (3) The peptide sequence is IEELRRHLL. The MHC is HLA-B15:03 with pseudo-sequence HLA-B15:03. The binding affinity (normalized) is 0.00354. (4) The peptide sequence is WVGVNLEDPA. The MHC is Patr-A0101 with pseudo-sequence Patr-A0101. The binding affinity (normalized) is 0. (5) The MHC is HLA-A02:03 with pseudo-sequence HLA-A02:03. The peptide sequence is MMMLPATLA. The binding affinity (normalized) is 0.690. (6) The peptide sequence is FLKEQGGL. The MHC is HLA-B27:05 with pseudo-sequence HLA-B27:05. The binding affinity (normalized) is 0. (7) The peptide sequence is THCKEKDI. The binding affinity (normalized) is 0. The MHC is H-2-Kd with pseudo-sequence H-2-Kd.